Task: Binary Classification. Given a T-cell receptor sequence (or CDR3 region) and an epitope sequence, predict whether binding occurs between them.. Dataset: TCR-epitope binding with 47,182 pairs between 192 epitopes and 23,139 TCRs The epitope is VLWAHGFEL. The TCR CDR3 sequence is CASSQAGLYNEQFF. Result: 1 (the TCR binds to the epitope).